This data is from Full USPTO retrosynthesis dataset with 1.9M reactions from patents (1976-2016). The task is: Predict the reactants needed to synthesize the given product. (1) Given the product [CH3:28][O:29][C:30]1[CH:31]=[C:32]([NH:33][C:2]2[C:3]3[NH:18][N:17]=[CH:16][C:4]=3[N:5]=[C:6]([C:8]3[CH:9]=[CH:10][C:11]([O:14][CH3:15])=[CH:12][CH:13]=3)[N:7]=2)[CH:34]=[CH:35][C:36]=1[O:37][CH3:38], predict the reactants needed to synthesize it. The reactants are: Cl[C:2]1[C:3]2[C:4](=[CH:16][N:17](CC3C=CC(OC)=CC=3)[N:18]=2)[N:5]=[C:6]([C:8]2[CH:13]=[CH:12][C:11]([O:14][CH3:15])=[CH:10][CH:9]=2)[N:7]=1.[CH3:28][O:29][C:30]1[CH:31]=[C:32]([CH:34]=[CH:35][C:36]=1[O:37][CH3:38])[NH2:33].Cl. (2) Given the product [N+:13]([C:6]1[CH:5]=[C:4]2[C:9](=[CH:8][CH:7]=1)[NH:1][N:2]=[C:3]2[C:10]([OH:12])=[O:11])([O-:15])=[O:14], predict the reactants needed to synthesize it. The reactants are: [NH:1]1[C:9]2[C:4](=[CH:5][CH:6]=[CH:7][CH:8]=2)[C:3]([C:10]([OH:12])=[O:11])=[N:2]1.[N+:13]([O-])([O-:15])=[O:14].[K+]. (3) Given the product [C:15]([S:17][CH:2]([CH2:6][C:7]([C:9]1[CH:14]=[CH:13][CH:12]=[CH:11][CH:10]=1)=[O:8])[CH2:3][NH:4][CH3:5])(=[O:18])[CH3:16], predict the reactants needed to synthesize it. The reactants are: O[CH:2]([CH2:6][C:7]([C:9]1[CH:14]=[CH:13][CH:12]=[CH:11][CH:10]=1)=[O:8])[CH2:3][NH:4][CH3:5].[C:15]([OH:18])(=[S:17])[CH3:16].C(O)(=S)C1C=CC=CC=1. (4) Given the product [CH3:1][S:2]([CH2:5][C:6]1[CH:11]=[C:10]([N:12]2[CH2:17][CH2:16][O:15][CH2:14][CH2:13]2)[N:9]=[C:8]([C:18]2[CH:24]=[CH:23][C:21]([NH:22][C:25](=[O:27])[CH3:26])=[CH:20][CH:19]=2)[N:7]=1)(=[O:4])=[O:3], predict the reactants needed to synthesize it. The reactants are: [CH3:1][S:2]([CH2:5][C:6]1[CH:11]=[C:10]([N:12]2[CH2:17][CH2:16][O:15][CH2:14][CH2:13]2)[N:9]=[C:8]([C:18]2[CH:24]=[CH:23][C:21]([NH2:22])=[CH:20][CH:19]=2)[N:7]=1)(=[O:4])=[O:3].[C:25](Cl)(=[O:27])[CH3:26].CCN(C(C)C)C(C)C.O.